Dataset: Forward reaction prediction with 1.9M reactions from USPTO patents (1976-2016). Task: Predict the product of the given reaction. Given the reactants [CH3:1][C:2]1[S:6][C:5]2[CH2:7][CH:8]([CH3:11])[C:9](=[O:10])[C:4]=2[C:3]=1[C:12]1[CH:17]=[CH:16][CH:15]=[CH:14][CH:13]=1.[H-].[H-].[H-].[H-].[Li+].[Al+3].O, predict the reaction product. The product is: [CH3:1][C:2]1[S:6][C:5]2[CH2:7][CH:8]([CH3:11])[CH:9]([OH:10])[C:4]=2[C:3]=1[C:12]1[CH:17]=[CH:16][CH:15]=[CH:14][CH:13]=1.